This data is from Forward reaction prediction with 1.9M reactions from USPTO patents (1976-2016). The task is: Predict the product of the given reaction. (1) Given the reactants [C:1]([NH2:10])(=[O:9])[C:2]1[C:3](=[CH:5][CH:6]=[CH:7][CH:8]=1)[NH2:4].[N:11]1[CH:16]=[CH:15][C:14]([CH:17]=O)=[CH:13][CH:12]=1.ClC1C(=O)C(C#N)=C(C#N)C(=O)C=1Cl, predict the reaction product. The product is: [N:11]1[CH:16]=[CH:15][C:14]([C:17]2[NH:10][C:1](=[O:9])[C:2]3[C:3](=[CH:5][CH:6]=[CH:7][CH:8]=3)[N:4]=2)=[CH:13][CH:12]=1. (2) Given the reactants [Na+].C([O:4][P:5]([C:8]([F:22])([F:21])[CH2:9][C@@H:10]([OH:20])[C@@H:11]([OH:19])[C@@H:12]([OH:18])[CH2:13][N:14]([CH:16]=[O:17])[OH:15])(=[O:7])[O-:6])C.N1C=CC=CC=1.C[Si](Br)(C)C, predict the reaction product. The product is: [F:21][C:8]([P:5](=[O:4])([OH:6])[OH:7])([F:22])[CH2:9][C@@H:10]([OH:20])[C@@H:11]([OH:19])[C@@H:12]([OH:18])[CH2:13][N:14]([CH:16]=[O:17])[OH:15]. (3) Given the reactants [N+:1]([C:4]1[CH:12]=[C:11]2[C:7]([CH:8]=[CH:9][NH:10]2)=[CH:6][CH:5]=1)([O-:3])=[O:2].[CH2:13](Cl)[C:14]1[CH:19]=[CH:18][CH:17]=[CH:16][CH:15]=1.[OH-].[K+].C(OCC)(=O)C, predict the reaction product. The product is: [CH2:13]([N:10]1[C:11]2[C:7](=[CH:6][CH:5]=[C:4]([N+:1]([O-:3])=[O:2])[CH:12]=2)[CH:8]=[CH:9]1)[C:14]1[CH:19]=[CH:18][CH:17]=[CH:16][CH:15]=1.